This data is from NCI-60 drug combinations with 297,098 pairs across 59 cell lines. The task is: Regression. Given two drug SMILES strings and cell line genomic features, predict the synergy score measuring deviation from expected non-interaction effect. (1) Drug 1: C1CCC(C(C1)N)N.C(=O)(C(=O)[O-])[O-].[Pt+4]. Drug 2: N.N.Cl[Pt+2]Cl. Cell line: RXF 393. Synergy scores: CSS=21.4, Synergy_ZIP=1.22, Synergy_Bliss=2.13, Synergy_Loewe=2.72, Synergy_HSA=3.18. (2) Drug 1: C1CCC(C1)C(CC#N)N2C=C(C=N2)C3=C4C=CNC4=NC=N3. Drug 2: CCC1(CC2CC(C3=C(CCN(C2)C1)C4=CC=CC=C4N3)(C5=C(C=C6C(=C5)C78CCN9C7C(C=CC9)(C(C(C8N6C=O)(C(=O)OC)O)OC(=O)C)CC)OC)C(=O)OC)O.OS(=O)(=O)O. Cell line: KM12. Synergy scores: CSS=56.4, Synergy_ZIP=-4.98, Synergy_Bliss=-2.94, Synergy_Loewe=-9.49, Synergy_HSA=1.11.